Task: Regression/Classification. Given a drug SMILES string, predict its absorption, distribution, metabolism, or excretion properties. Task type varies by dataset: regression for continuous measurements (e.g., permeability, clearance, half-life) or binary classification for categorical outcomes (e.g., BBB penetration, CYP inhibition). Dataset: cyp2c19_veith.. Dataset: CYP2C19 inhibition data for predicting drug metabolism from PubChem BioAssay (1) The molecule is CC(C)Oc1cccc(-n2c(CCc3c[nH]c4ccc(Br)cc34)nc3ccccc3c2=O)c1. The result is 0 (non-inhibitor). (2) The drug is COc1cc(C2C(C#N)=C(N)N(Nc3ccccc3)C3=C2C(=O)CC(C)(C)C3)ccc1OCc1ccccc1. The result is 1 (inhibitor). (3) The molecule is CCN(CC)CCNC(=O)c1ccc(N)cc1. The result is 0 (non-inhibitor). (4) The result is 1 (inhibitor). The molecule is CC(=O)c1ccc(NC(=O)C2(c3ccccc3)CCOCC2)cc1. (5) The molecule is O=C(O)C(Sc1ccc(Cl)cc1)Sc1ccc(Cl)cc1. The result is 1 (inhibitor). (6) The compound is O=C1CCCC=C1[C@H](CCc1ccccc1)OC(=O)c1ccc(Br)cc1. The result is 1 (inhibitor).